From a dataset of Forward reaction prediction with 1.9M reactions from USPTO patents (1976-2016). Predict the product of the given reaction. (1) Given the reactants [CH2:1]([O:8][C:9](/[N:11]=[C:12](/[C:18]([F:21])([F:20])[F:19])\[C:13]([O:15][CH2:16][CH3:17])=[O:14])=[O:10])[C:2]1[CH:7]=[CH:6][CH:5]=[CH:4][CH:3]=1.[BH4-].[Na+], predict the reaction product. The product is: [CH2:1]([O:8][C:9]([NH:11][C@H:12]([C:13]([O:15][CH2:16][CH3:17])=[O:14])[C:18]([F:19])([F:20])[F:21])=[O:10])[C:2]1[CH:3]=[CH:4][CH:5]=[CH:6][CH:7]=1. (2) Given the reactants [NH2:1][C:2]1[N:9]=[C:8]([C:10]2[O:11][CH:12]=[CH:13][CH:14]=2)[C:7]([C:15]2[CH:20]=[CH:19][C:18](=O)[NH:17][CH:16]=2)=[CH:6][C:3]=1[C:4]#[N:5].C(=O)([O-])[O-].[K+].[K+].[CH2:28](I)[CH2:29][CH3:30].O, predict the reaction product. The product is: [NH2:1][C:2]1[C:3]([C:4]#[N:5])=[CH:6][C:7]([C:15]2[CH:16]=[N:17][CH:18]=[CH:19][C:20]=2[CH2:28][CH2:29][CH3:30])=[C:8]([C:10]2[O:11][CH:12]=[CH:13][CH:14]=2)[N:9]=1. (3) Given the reactants FC(F)(F)C(O)=O.[CH:8]1([C@H:14]([NH:19][C:20]([C:22]2[CH:27]=[C:26]([Cl:28])[C:25]([Cl:29])=[CH:24][C:23]=2[NH:30][C:31]([NH:33][C:34]2[C:39]([Cl:40])=[CH:38][CH:37]=[CH:36][C:35]=2[Cl:41])=[O:32])=[O:21])[C:15]([O:17]C)=[O:16])[CH2:13][CH2:12][CH2:11][CH2:10][CH2:9]1, predict the reaction product. The product is: [CH:8]1([C@H:14]([NH:19][C:20]([C:22]2[CH:27]=[C:26]([Cl:28])[C:25]([Cl:29])=[CH:24][C:23]=2[NH:30][C:31]([NH:33][C:34]2[C:35]([Cl:41])=[CH:36][CH:37]=[CH:38][C:39]=2[Cl:40])=[O:32])=[O:21])[C:15]([OH:17])=[O:16])[CH2:13][CH2:12][CH2:11][CH2:10][CH2:9]1.